From a dataset of Full USPTO retrosynthesis dataset with 1.9M reactions from patents (1976-2016). Predict the reactants needed to synthesize the given product. (1) Given the product [C:1]1(=[O:24])[NH:13][CH2:2][CH2:3][CH2:4][CH2:5][CH2:6][CH2:7][CH2:8][CH2:9][CH2:10][CH2:11][CH2:12]1, predict the reactants needed to synthesize it. The reactants are: [C:1]1(=[N:13]O)[CH2:12][CH2:11][CH2:10][CH2:9][CH2:8][CH2:7][CH2:6][CH2:5][CH2:4][CH2:3][CH2:2]1.N1C(Cl)=NC(Cl)=NC=1Cl.[OH2:24].[OH-].[Na+]. (2) Given the product [Cl:1][C:2]1[CH:9]=[CH:8][C:5]([C:6]#[N:7])=[C:4]([O:10][C:11]2[CH:16]=[CH:15][CH:14]=[C:13]([CH:17]=[O:18])[C:12]=2[O:19][CH2:21][CH2:22][OH:23])[CH:3]=1, predict the reactants needed to synthesize it. The reactants are: [Cl:1][C:2]1[CH:9]=[CH:8][C:5]([C:6]#[N:7])=[C:4]([O:10][C:11]2[CH:16]=[CH:15][CH:14]=[C:13]([CH:17]=[O:18])[C:12]=2[OH:19])[CH:3]=1.Br[CH2:21][CH2:22][OH:23].C(=O)([O-])[O-].[Cs+].[Cs+].O. (3) Given the product [CH3:1][O:2][C:3]([C@H:5]1[CH2:10][CH2:9][C@H:8]([CH2:11][OH:12])[CH2:7][CH2:6]1)=[O:4], predict the reactants needed to synthesize it. The reactants are: [CH3:1][O:2][C:3]([CH:5]1[CH2:10][CH2:9][CH:8]([CH2:11][O:12]CC2C=CC=CC=2)[CH2:7][CH2:6]1)=[O:4]. (4) The reactants are: [NH2:1][C:2]1[N:3]([C:20]2[CH:25]=[C:24]([O:26]CC3C=CC=CC=3)[CH:23]=[CH:22][C:21]=2[CH3:34])[N:4]=[C:5]2[C:14]3[CH:13]=[C:12]([O:15][CH3:16])[C:11]([O:17][CH3:18])=[CH:10][C:9]=3[NH:8][C:7](=[O:19])[C:6]=12.CO.[H][H]. Given the product [NH2:1][C:2]1[N:3]([C:20]2[CH:25]=[C:24]([OH:26])[CH:23]=[CH:22][C:21]=2[CH3:34])[N:4]=[C:5]2[C:14]3[CH:13]=[C:12]([O:15][CH3:16])[C:11]([O:17][CH3:18])=[CH:10][C:9]=3[NH:8][C:7](=[O:19])[C:6]=12, predict the reactants needed to synthesize it. (5) Given the product [C:11]([O:15][C:16]([N:18]1[CH2:22][C@H:21]([C:23]2[CH:28]=[CH:27][CH:26]=[C:25]([F:29])[CH:24]=2)[C@@H:20]([CH:30]=[O:31])[CH2:19]1)=[O:17])([CH3:14])([CH3:13])[CH3:12], predict the reactants needed to synthesize it. The reactants are: C(Cl)(=O)C(Cl)=O.CS(C)=O.[C:11]([O:15][C:16]([N:18]1[CH2:22][C@H:21]([C:23]2[CH:28]=[CH:27][CH:26]=[C:25]([F:29])[CH:24]=2)[C@@H:20]([CH2:30][OH:31])[CH2:19]1)=[O:17])([CH3:14])([CH3:13])[CH3:12].C(N(CC)C(C)C)(C)C. (6) Given the product [Br:12][C:13]1[CH:14]=[C:15]([NH:16][C:2]2[N:7]=[C:6]([C:8]([F:11])([F:10])[F:9])[CH:5]=[CH:4][N:3]=2)[CH:17]=[C:18]([C:20]([F:22])([F:23])[F:21])[CH:19]=1, predict the reactants needed to synthesize it. The reactants are: Cl[C:2]1[N:7]=[C:6]([C:8]([F:11])([F:10])[F:9])[CH:5]=[CH:4][N:3]=1.[Br:12][C:13]1[CH:14]=[C:15]([CH:17]=[C:18]([C:20]([F:23])([F:22])[F:21])[CH:19]=1)[NH2:16].O.C1(C)C=CC(S(O)(=O)=O)=CC=1. (7) Given the product [Cl:6][C:7]1[C:8]([C:15]([F:16])([F:17])[F:18])=[CH:9][C:10]([O:13][CH3:14])=[C:11]([CH:12]=1)[CH:30]=[O:31], predict the reactants needed to synthesize it. The reactants are: [Li]CCCC.[Cl:6][C:7]1[CH:12]=[CH:11][C:10]([O:13][CH3:14])=[CH:9][C:8]=1[C:15]([F:18])([F:17])[F:16].CN(CCN(C)C)C.CN([CH:30]=[O:31])C.Cl. (8) Given the product [OH:1][C:2]1[CH:3]=[CH:4][C:5]([CH:8]2[CH2:9][CH2:10][CH:11]([CH2:14][C:15]([O:17][CH2:18][CH3:19])=[O:16])[CH2:12][CH2:13]2)=[CH:6][CH:7]=1, predict the reactants needed to synthesize it. The reactants are: [OH:1][C:2]1[CH:7]=[CH:6][C:5]([CH:8]2[CH2:13][CH2:12][C:11](=[CH:14][C:15]([O:17][CH2:18][CH3:19])=[O:16])[CH2:10][CH2:9]2)=[CH:4][CH:3]=1. (9) Given the product [CH3:1][O:2][C:3]1[CH:4]=[CH:5][C:6](/[CH:9]=[CH:10]/[C:11]2[CH:16]=[C:15]([OH:17])[CH:14]=[C:13]([OH:29])[CH:12]=2)=[CH:7][CH:8]=1, predict the reactants needed to synthesize it. The reactants are: [CH3:1][O:2][C:3]1[CH:8]=[CH:7][C:6](/[CH:9]=[CH:10]/[C:11]2[CH:16]=[C:15]([O:17][C@@H]3O[C@H](CO)[C@@H](O)[C@H](O)[C@H]3O)[CH:14]=[C:13]([OH:29])[CH:12]=2)=[CH:5][CH:4]=1.C1(C)C=CC(S(O)(=O)=O)=CC=1.